From a dataset of Catalyst prediction with 721,799 reactions and 888 catalyst types from USPTO. Predict which catalyst facilitates the given reaction. (1) Reactant: [CH:1]1[C:6]2[CH2:7][C@H:8]3[N:13]([CH2:14][CH:15]4[CH2:17][CH2:16]4)[CH2:12][CH2:11][C@:10]45[C@H:18]([C:20]([CH2:22][CH2:23][C@@:9]34[OH:24])=[O:21])[O:19][C:4]([C:5]=25)=[C:3]([OH:25])[CH:2]=1.[ClH:26].[CH2:27]=[C:28]1[C@@H:41]2[O:42][C:38]3[C:39]4[C@:40]52[CH2:43][CH2:44][N:45]([CH2:46][CH:47]2[CH2:49][CH2:48]2)[C@H:32]([CH2:33][C:34]=4[CH:35]=[CH:36][C:37]=3[OH:50])[C@:31]5([OH:51])[CH2:30][CH2:29]1. Product: [CH:1]1[C:6]2[CH2:7][C@H:8]3[N:13]([CH2:14][CH:15]4[CH2:17][CH2:16]4)[CH2:12][CH2:11][C@:10]45[C@H:18]([C:20]([CH2:22][CH2:23][C@@:9]34[OH:24])=[O:21])[O:19][C:4]([C:5]=25)=[C:3]([OH:25])[CH:2]=1.[ClH:26].[CH2:27]=[C:28]1[C@@H:41]2[O:42][C:38]3[C:39]4[C@:40]52[CH2:43][CH2:44][N:45]([CH2:46][CH:47]2[CH2:49][CH2:48]2)[C@H:32]([CH2:33][C:34]=4[CH:35]=[CH:36][C:37]=3[OH:50])[C@:31]5([OH:51])[CH2:30][CH2:29]1. The catalyst class is: 72. (2) Reactant: [OH:1][CH:2]([CH2:24][OH:25])[CH2:3][NH:4][C:5](=[O:23])[CH2:6][CH2:7][CH2:8][CH2:9][CH2:10][CH2:11][CH2:12]/[CH:13]=[CH:14]\[CH2:15][CH2:16][CH2:17][CH2:18][CH2:19][CH2:20][CH2:21][CH3:22].[C:26]1([C:32](Cl)([C:39]2[CH:44]=[CH:43][CH:42]=[CH:41][CH:40]=2)[C:33]2[CH:38]=[CH:37][CH:36]=[CH:35][CH:34]=2)[CH:31]=[CH:30][CH:29]=[CH:28][CH:27]=1. Product: [OH:1][CH:2]([CH2:24][O:25][C:32]([C:26]1[CH:31]=[CH:30][CH:29]=[CH:28][CH:27]=1)([C:39]1[CH:40]=[CH:41][CH:42]=[CH:43][CH:44]=1)[C:33]1[CH:34]=[CH:35][CH:36]=[CH:37][CH:38]=1)[CH2:3][NH:4][C:5](=[O:23])[CH2:6][CH2:7][CH2:8][CH2:9][CH2:10][CH2:11][CH2:12]/[CH:13]=[CH:14]\[CH2:15][CH2:16][CH2:17][CH2:18][CH2:19][CH2:20][CH2:21][CH3:22]. The catalyst class is: 272. (3) Reactant: C([O:3][C:4](=[O:35])[CH:5]=[CH:6][C:7]1[CH:12]=[CH:11][C:10]([C:13]#[C:14][C:15]2[CH:24]=[C:23]([CH:25]3[CH2:27][CH2:26]3)[C:22]3[CH:21]([N:28]([CH:30]4[CH2:32][CH2:31]4)[CH3:29])[CH2:20][CH2:19][C:18]([CH3:34])([CH3:33])[C:17]=3[CH:16]=2)=[CH:9][CH:8]=1)C.[OH-].[Na+]. Product: [CH:25]1([C:23]2[C:22]3[CH:21]([N:28]([CH:30]4[CH2:31][CH2:32]4)[CH3:29])[CH2:20][CH2:19][C:18]([CH3:33])([CH3:34])[C:17]=3[CH:16]=[C:15]([C:14]#[C:13][C:10]3[CH:9]=[CH:8][C:7]([CH:6]=[CH:5][C:4]([OH:35])=[O:3])=[CH:12][CH:11]=3)[CH:24]=2)[CH2:27][CH2:26]1. The catalyst class is: 111. (4) Reactant: [NH2:1][C:2]1[N:7]=[CH:6][C:5](/[CH:8]=[CH:9]/[C:10]([NH:12][CH2:13][CH:14]2[CH2:18][C:17]3[CH:19]=[C:20]([C:24]4[CH:25]=[CH:26][C:27]([C:30]([O:32]C)=[O:31])=[N:28][CH:29]=4)[CH:21]=[C:22]([Cl:23])[C:16]=3[O:15]2)=[O:11])=[CH:4][CH:3]=1.[Li+].[OH-].O.Cl. Product: [NH2:1][C:2]1[N:7]=[CH:6][C:5](/[CH:8]=[CH:9]/[C:10]([NH:12][CH2:13][CH:14]2[CH2:18][C:17]3[CH:19]=[C:20]([C:24]4[CH:25]=[CH:26][C:27]([C:30]([OH:32])=[O:31])=[N:28][CH:29]=4)[CH:21]=[C:22]([Cl:23])[C:16]=3[O:15]2)=[O:11])=[CH:4][CH:3]=1. The catalyst class is: 1.